From a dataset of Catalyst prediction with 721,799 reactions and 888 catalyst types from USPTO. Predict which catalyst facilitates the given reaction. (1) Reactant: [CH3:1][C:2]1([CH3:44])[CH2:7][CH2:6][CH:5]([NH:8][CH2:9][C:10]2[CH:15]=[CH:14][CH:13]=[C:12]([C:16]3[CH:17]=[CH:18][C:19]4[N:23]=[CH:22][N:21](C(C5C=CC=CC=5)(C5C=CC=CC=5)C5C=CC=CC=5)[C:20]=4[CH:43]=3)[CH:11]=2)[CH2:4][CH2:3]1.CC1(C)CCC(NCC2C=CC=C(C3C=CC4N(C(C5C=CC=CC=5)(C5C=CC=CC=5)C5C=CC=CC=5)C=NC=4C=3)C=2)CC1.O.[ClH:90]. Product: [ClH:90].[NH:23]1[C:19]2[CH:18]=[CH:17][C:16]([C:12]3[CH:11]=[C:10]([CH2:9][NH:8][CH:5]4[CH2:6][CH2:7][C:2]([CH3:44])([CH3:1])[CH2:3][CH2:4]4)[CH:15]=[CH:14][CH:13]=3)=[CH:43][C:20]=2[N:21]=[CH:22]1. The catalyst class is: 506. (2) Reactant: [H-].[Na+].[CH3:3][O:4][C:5]1[CH:6]=[C:7]([C:13]2[CH:18]=[CH:17][N:16]=[C:15]([N:19]3[C:23]4[CH:24]=[CH:25][CH:26]=[CH:27][C:22]=4[NH:21][C:20]3=[O:28])[N:14]=2)[CH:8]=[CH:9][C:10]=1[O:11][CH3:12].[CH:29]1(Br)[CH2:33][CH2:32][CH2:31][CH2:30]1. Product: [CH:29]1([N:21]2[C:22]3[CH:27]=[CH:26][CH:25]=[CH:24][C:23]=3[N:19]([C:15]3[N:14]=[C:13]([C:7]4[CH:8]=[CH:9][C:10]([O:11][CH3:12])=[C:5]([O:4][CH3:3])[CH:6]=4)[CH:18]=[CH:17][N:16]=3)[C:20]2=[O:28])[CH2:33][CH2:32][CH2:31][CH2:30]1. The catalyst class is: 9. (3) Reactant: Cl.[S:2]([N:6]1[CH2:11][CH2:10][NH:9][CH2:8][CH2:7]1)([CH3:5])(=[O:4])=[O:3].Cl[C:13]1[CH:22]=[CH:21][C:16]([C:17]([O:19][CH3:20])=[O:18])=[CH:15][N:14]=1.C(N(CC)C(C)C)(C)C. Product: [S:2]([N:6]1[CH2:11][CH2:10][N:9]([C:13]2[CH:22]=[CH:21][C:16]([C:17]([O:19][CH3:20])=[O:18])=[CH:15][N:14]=2)[CH2:8][CH2:7]1)([CH3:5])(=[O:4])=[O:3]. The catalyst class is: 44. (4) Reactant: Cl[CH2:2][C:3]([C:7]1[CH:12]=[C:11]([F:13])[CH:10]=[C:9]([Cl:14])[CH:8]=1)([OH:6])[CH2:4]Cl.C(=O)(O)[O-].[Na+].[CH:20]([NH2:24])([CH2:22][CH3:23])[CH3:21]. Product: [CH:20]([N:24]1[CH2:4][C:3]([C:7]2[CH:12]=[C:11]([F:13])[CH:10]=[C:9]([Cl:14])[CH:8]=2)([OH:6])[CH2:2]1)([CH2:22][CH3:23])[CH3:21]. The catalyst class is: 10. (5) Reactant: CCN(C(C)C)C(C)C.[NH:10]1[CH2:13][CH2:12][CH2:11]1.F[P-](F)(F)(F)(F)F.Br[P+](N1CCCC1)(N1CCCC1)N1CCCC1.[NH2:38][C:39]1[N:40]=[CH:41][C:42]([C:51]2[CH:61]=[CH:60][C:54]([C:55]([N:57]([CH3:59])[CH3:58])=[O:56])=[CH:53][CH:52]=2)=[N:43][C:44]=1[C:45]1[O:46][C:47](=O)[NH:48][N:49]=1. Product: [NH2:38][C:39]1[N:40]=[CH:41][C:42]([C:51]2[CH:52]=[CH:53][C:54]([C:55]([N:57]([CH3:59])[CH3:58])=[O:56])=[CH:60][CH:61]=2)=[N:43][C:44]=1[C:45]1[O:46][C:47]([N:10]2[CH2:13][CH2:12][CH2:11]2)=[N:48][N:49]=1. The catalyst class is: 3.